This data is from NCI-60 drug combinations with 297,098 pairs across 59 cell lines. The task is: Regression. Given two drug SMILES strings and cell line genomic features, predict the synergy score measuring deviation from expected non-interaction effect. (1) Drug 1: CCN(CC)CCNC(=O)C1=C(NC(=C1C)C=C2C3=C(C=CC(=C3)F)NC2=O)C. Drug 2: CCC1(C2=C(COC1=O)C(=O)N3CC4=CC5=C(C=CC(=C5CN(C)C)O)N=C4C3=C2)O.Cl. Cell line: HCT-15. Synergy scores: CSS=3.86, Synergy_ZIP=-2.72, Synergy_Bliss=5.56, Synergy_Loewe=-24.3, Synergy_HSA=-1.98. (2) Drug 1: CC12CCC(CC1=CCC3C2CCC4(C3CC=C4C5=CN=CC=C5)C)O. Drug 2: CNC(=O)C1=NC=CC(=C1)OC2=CC=C(C=C2)NC(=O)NC3=CC(=C(C=C3)Cl)C(F)(F)F. Cell line: NCI-H226. Synergy scores: CSS=13.3, Synergy_ZIP=-3.61, Synergy_Bliss=-3.83, Synergy_Loewe=-10.3, Synergy_HSA=-4.76.